From a dataset of Reaction yield outcomes from USPTO patents with 853,638 reactions. Predict the reaction yield, written as a fraction of the theoretical maximum amount of product (1.0 means a 100% yield; for example, 0.34 means a 34% yield). (1) The reactants are [F:1][C:2]([F:19])([F:18])[C:3]1[CH:4]=[CH:5][C:6]2[CH2:7][C@@H:8]3[CH2:17][NH:16][CH2:15][CH2:14][N:9]3[C:10](=[O:13])[C:11]=2[CH:12]=1.C1C(=O)N([Br:27])C(=O)C1. The catalyst is OS(O)(=O)=O. The product is [Br:27][C:5]1[C:6]2[CH2:7][C@@H:8]3[CH2:17][NH:16][CH2:15][CH2:14][N:9]3[C:10](=[O:13])[C:11]=2[CH:12]=[C:3]([C:2]([F:1])([F:18])[F:19])[CH:4]=1. The yield is 0.250. (2) The reactants are [CH2:1]([O:8][C:9]1[N:14]=[CH:13][C:12]([OH:15])=[CH:11][CH:10]=1)[C:2]1[CH:7]=[CH:6][CH:5]=[CH:4][CH:3]=1.O1CCCC1.[CH2:21]([O:23][C:24](=[O:29])[C:25](Br)([CH3:27])[CH3:26])[CH3:22]. The catalyst is O. The product is [CH2:21]([O:23][C:24](=[O:29])[C:25]([O:15][C:12]1[CH:13]=[N:14][C:9]([O:8][CH2:1][C:2]2[CH:3]=[CH:4][CH:5]=[CH:6][CH:7]=2)=[CH:10][CH:11]=1)([CH3:27])[CH3:26])[CH3:22]. The yield is 0.380. (3) The reactants are Cl[C:2]1[CH:15]=[CH:14][C:13]2[C:4](=[C:5]3[C:10](=[CH:11][CH:12]=2)[CH:9]=[CH:8][CH:7]=[N:6]3)[N:3]=1.[CH3:16][C:17]1([CH3:39])[C:21]([CH3:23])([CH3:22])[O:20][B:19]([C:24]2[CH:29]=[CH:28][CH:27]=[C:26](B3OC(C)(C)C(C)(C)O3)[CH:25]=2)[O:18]1.C([O-])([O-])=O.[Na+].[Na+].CCO. The catalyst is C1C=CC([P]([Pd]([P](C2C=CC=CC=2)(C2C=CC=CC=2)C2C=CC=CC=2)([P](C2C=CC=CC=2)(C2C=CC=CC=2)C2C=CC=CC=2)[P](C2C=CC=CC=2)(C2C=CC=CC=2)C2C=CC=CC=2)(C2C=CC=CC=2)C2C=CC=CC=2)=CC=1.C1(C)C=CC=CC=1. The product is [CH3:22][C:21]1([CH3:23])[C:17]([CH3:16])([CH3:39])[O:18][B:19]([C:24]2[CH:25]=[C:26]([C:2]3[CH:15]=[CH:14][C:13]4[C:4](=[C:5]5[C:10](=[CH:11][CH:12]=4)[CH:9]=[CH:8][CH:7]=[N:6]5)[N:3]=3)[CH:27]=[CH:28][CH:29]=2)[O:20]1. The yield is 0.670. (4) The reactants are C(OC([N:8]1[CH2:13][CH2:12][C:11]([C:21]#[N:22])([C:14]2[C:19]([F:20])=[CH:18][CH:17]=[CH:16][N:15]=2)[CH2:10][CH2:9]1)=O)(C)(C)C. The catalyst is C1COCC1.Cl.O1CCOCC1. The product is [F:20][C:19]1[C:14]([C:11]2([C:21]#[N:22])[CH2:10][CH2:9][NH:8][CH2:13][CH2:12]2)=[N:15][CH:16]=[CH:17][CH:18]=1. The yield is 0.730. (5) The reactants are [NH2:1][C:2]1[CH:7]=[C:6]([CH:8]=[O:9])[CH:5]=[CH:4][C:3]=1[N:10]1[CH2:15][CH2:14][CH:13]([C:16]([O:18][CH3:19])=[O:17])[CH2:12][CH2:11]1.N1C=CC=CC=1.[CH3:26][C:27]1[O:31][N:30]=[C:29]([C:32](Cl)=[O:33])[CH:28]=1. The catalyst is C(Cl)Cl.CCOC(C)=O. The product is [CH:8]([C:6]1[CH:5]=[CH:4][C:3]([N:10]2[CH2:11][CH2:12][CH:13]([C:16]([O:18][CH3:19])=[O:17])[CH2:14][CH2:15]2)=[C:2]([NH:1][C:32]([C:29]2[CH:28]=[C:27]([CH3:26])[O:31][N:30]=2)=[O:33])[CH:7]=1)=[O:9]. The yield is 0.390.